This data is from Forward reaction prediction with 1.9M reactions from USPTO patents (1976-2016). The task is: Predict the product of the given reaction. (1) Given the reactants Br[C:2]1[CH:3]=[C:4]2[C:31](=[CH:32][CH:33]=1)[O:30][CH2:29][C:25]1([CH2:28][O:27][CH2:26]1)[C:5]12[CH2:9][O:8][C:7]([N:10]([C:18]([O:20][C:21]([CH3:24])([CH3:23])[CH3:22])=[O:19])[C:11]([O:13][C:14]([CH3:17])([CH3:16])[CH3:15])=[O:12])=[N:6]1.[CH3:34][O:35][C:36]1[C:37]([NH2:42])=[N:38][CH:39]=[CH:40][CH:41]=1.CC1(C)C2C=CC=C(P(C3C=CC=CC=3)C3C=CC=CC=3)C=2OC2C1=CC=CC=2P(C1C=CC=CC=1)C1C=CC=CC=1.C([O-])([O-])=O.[Cs+].[Cs+], predict the reaction product. The product is: [CH3:34][O:35][C:36]1[C:37]([NH:42][C:2]2[CH:3]=[C:4]3[C:31](=[CH:32][CH:33]=2)[O:30][CH2:29][C:25]2([CH2:28][O:27][CH2:26]2)[C:5]23[CH2:9][O:8][C:7]([N:10]([C:18]([O:20][C:21]([CH3:24])([CH3:23])[CH3:22])=[O:19])[C:11]([O:13][C:14]([CH3:17])([CH3:16])[CH3:15])=[O:12])=[N:6]2)=[N:38][CH:39]=[CH:40][CH:41]=1. (2) Given the reactants Cl[C:2]1[N:12]=[C:11]([NH:13][C:14]2[CH:19]=[CH:18][C:17]([N:20]3[CH2:25][CH2:24][N:23]([C:26]([O:28][C:29]([CH3:32])([CH3:31])[CH3:30])=[O:27])[CH2:22][CH2:21]3)=[CH:16][C:15]=2[O:33][CH3:34])[C:5]2[C:6](=[O:10])[NH:7][N:8]=[CH:9][C:4]=2[CH:3]=1.[Cl:35][C:36]1[C:42]([Cl:43])=[CH:41][CH:40]=[C:39]([F:44])[C:37]=1[NH2:38].C1(P(C2CCCCC2)C2C=CC=CC=2C2C(C(C)C)=CC(C(C)C)=CC=2C(C)C)CCCCC1.CC(C)([O-])C.[K+], predict the reaction product. The product is: [Cl:35][C:36]1[C:42]([Cl:43])=[CH:41][CH:40]=[C:39]([F:44])[C:37]=1[NH:38][C:2]1[N:12]=[C:11]([NH:13][C:14]2[CH:19]=[CH:18][C:17]([N:20]3[CH2:25][CH2:24][N:23]([C:26]([O:28][C:29]([CH3:32])([CH3:31])[CH3:30])=[O:27])[CH2:22][CH2:21]3)=[CH:16][C:15]=2[O:33][CH3:34])[C:5]2[C:6](=[O:10])[NH:7][N:8]=[CH:9][C:4]=2[CH:3]=1. (3) Given the reactants [OH:1][CH2:2]/[CH:3]=[CH:4]/[C:5]1[CH:6]=[C:7]([C:11]2[O:15][N:14]=[C:13]([C:16]([O:18][CH2:19][CH3:20])=[O:17])[CH:12]=2)[CH:8]=[CH:9][CH:10]=1.[C:34]1(P([C:34]2[CH:39]=[CH:38][CH:37]=[CH:36][CH:35]=2)[C:34]2[CH:39]=[CH:38][CH:37]=[CH:36][CH:35]=2)[CH:39]=[CH:38][CH:37]=[CH:36][CH:35]=1.C[CH2:41][O:42][C:43](/N=N/[C:43]([O:42][CH2:41]C)=[O:44])=[O:44].C1C[O:55]CC1, predict the reaction product. The product is: [OH:55][C:39]1[C:34]([C:43]([O:42][CH3:41])=[O:44])=[C:35]([CH:36]=[CH:37][CH:38]=1)[O:1][CH2:2]/[CH:3]=[CH:4]/[C:5]1[CH:6]=[C:7]([C:11]2[O:15][N:14]=[C:13]([C:16]([O:18][CH2:19][CH3:20])=[O:17])[CH:12]=2)[CH:8]=[CH:9][CH:10]=1.